Dataset: Forward reaction prediction with 1.9M reactions from USPTO patents (1976-2016). Task: Predict the product of the given reaction. Given the reactants [O:1]=[C:2]1[C:10]2[C:5](=[CH:6][CH:7]=[CH:8][C:9]=2[C:11]2[CH:16]=[CH:15][C:14]([C:17]([F:20])([F:19])[F:18])=[CH:13][CH:12]=2)[CH2:4][N:3]1[C:21]1[CH:22]=[C:23]([C:27]([O:29]C)=[O:28])[N:24]([CH3:26])[CH:25]=1.[OH-].[Na+].ClCCl.C(O)C, predict the reaction product. The product is: [O:1]=[C:2]1[C:10]2[C:5](=[CH:6][CH:7]=[CH:8][C:9]=2[C:11]2[CH:12]=[CH:13][C:14]([C:17]([F:18])([F:19])[F:20])=[CH:15][CH:16]=2)[CH2:4][N:3]1[C:21]1[CH:22]=[C:23]([C:27]([OH:29])=[O:28])[N:24]([CH3:26])[CH:25]=1.